This data is from Reaction yield outcomes from USPTO patents with 853,638 reactions. The task is: Predict the reaction yield, written as a fraction of the theoretical maximum amount of product (1.0 means a 100% yield; for example, 0.34 means a 34% yield). The reactants are [Cl:1][C:2]1[N:7]=[CH:6][C:5]2[C:8]([C:11]([O:13][CH3:14])=[O:12])=[N:9][NH:10][C:4]=2[CH:3]=1.[Br:15][C:16]1[CH:17]=[C:18](B(O)O)[CH:19]=[CH:20][CH:21]=1. No catalyst specified. The product is [Br:15][C:16]1[CH:21]=[C:20]([N:10]2[C:4]3[CH:3]=[C:2]([Cl:1])[N:7]=[CH:6][C:5]=3[C:8]([C:11]([O:13][CH3:14])=[O:12])=[N:9]2)[CH:19]=[CH:18][CH:17]=1. The yield is 0.620.